Dataset: Forward reaction prediction with 1.9M reactions from USPTO patents (1976-2016). Task: Predict the product of the given reaction. (1) Given the reactants C1N=CN(C(N2C=NC=C2)=O)C=1.[CH2:13]([O:15][P:16]([CH2:21][C:22]([OH:24])=O)([O:18][CH2:19][CH3:20])=[O:17])[CH3:14].[C:25]([C:27]1[CH:28]=[C:29]([NH:34][C:35]2[C:36]3[CH:44]=[C:43]([NH2:45])[N:42]=[CH:41][C:37]=3[N:38]=[CH:39][N:40]=2)[CH:30]=[CH:31][C:32]=1[F:33])#[CH:26].C1COCC1, predict the reaction product. The product is: [C:25]([C:27]1[CH:28]=[C:29]([NH:34][C:35]2[C:36]3[CH:44]=[C:43]([NH:45][C:22](=[O:24])[CH2:21][P:16](=[O:17])([O:15][CH2:13][CH3:14])[O:18][CH2:19][CH3:20])[N:42]=[CH:41][C:37]=3[N:38]=[CH:39][N:40]=2)[CH:30]=[CH:31][C:32]=1[F:33])#[CH:26]. (2) Given the reactants [O:1]=[C:2]1[CH:7]=[CH:6][CH2:5][C:4]2([CH2:12][CH2:11][N:10]([C:13]([O:15][C:16]([CH3:19])([CH3:18])[CH3:17])=[O:14])[CH2:9][CH2:8]2)[N:3]1[CH2:20][C:21]1[CH:29]=[CH:28][CH:27]=[C:26]2[C:22]=1[CH:23]=[CH:24][N:25]2[S:30]([C:33]1[CH:39]=[CH:38][C:36]([CH3:37])=[CH:35][CH:34]=1)(=[O:32])=[O:31], predict the reaction product. The product is: [O:1]=[C:2]1[CH2:7][CH2:6][CH2:5][C:4]2([CH2:12][CH2:11][N:10]([C:13]([O:15][C:16]([CH3:18])([CH3:17])[CH3:19])=[O:14])[CH2:9][CH2:8]2)[N:3]1[CH2:20][C:21]1[CH:29]=[CH:28][CH:27]=[C:26]2[C:22]=1[CH:23]=[CH:24][N:25]2[S:30]([C:33]1[CH:39]=[CH:38][C:36]([CH3:37])=[CH:35][CH:34]=1)(=[O:32])=[O:31].